This data is from Catalyst prediction with 721,799 reactions and 888 catalyst types from USPTO. The task is: Predict which catalyst facilitates the given reaction. The catalyst class is: 9. Reactant: [Br:1][C:2]1[CH:7]=[CH:6][C:5](/[C:8](=[N:11]\[NH:12][C:13]2[CH:18]=[CH:17][CH:16]=[CH:15][CH:14]=2)/[CH2:9][CH3:10])=[C:4](F)[CH:3]=1.BrC1C=CC(/C(=N/NC2C=CC=CC=2)/CC)=C(F)C=1.C(=O)([O-])[O-].[K+].[K+]. Product: [Br:1][C:2]1[CH:7]=[C:6]2[C:5]([C:8]([CH2:9][CH3:10])=[N:11][N:12]2[C:13]2[CH:18]=[CH:17][CH:16]=[CH:15][CH:14]=2)=[CH:4][CH:3]=1.